Dataset: Catalyst prediction with 721,799 reactions and 888 catalyst types from USPTO. Task: Predict which catalyst facilitates the given reaction. (1) Reactant: Br[C:2]1[C:3]([F:21])=[C:4]([F:20])[C:5]([NH:12][C:13]2[CH:18]=[CH:17][CH:16]=[CH:15][C:14]=2[F:19])=[C:6]([CH:11]=1)[C:7]([O:9][CH3:10])=[O:8].[CH3:22][Si:23]([C:26]#[CH:27])([CH3:25])[CH3:24].N(C(C)C)C(C)C. Product: [F:20][C:4]1[C:5]([NH:12][C:13]2[CH:18]=[CH:17][CH:16]=[CH:15][C:14]=2[F:19])=[C:6]([CH:11]=[C:2]([C:27]#[C:26][Si:23]([CH3:25])([CH3:24])[CH3:22])[C:3]=1[F:21])[C:7]([O:9][CH3:10])=[O:8]. The catalyst class is: 700. (2) Reactant: [CH:1]1[C:13]2[CH:12]([CH2:14][O:15][C:16](=[O:28])[NH:17][CH:18]3[CH2:23][CH2:22][CH:21]([C:24](=O)[CH2:25]Br)[CH2:20][CH2:19]3)[C:11]3[C:6](=[CH:7][CH:8]=[CH:9][CH:10]=3)[C:5]=2[CH:4]=[CH:3][CH:2]=1.[C:29]([NH2:32])(=[S:31])[CH3:30]. Product: [CH:3]1[C:4]2[CH:12]([CH2:14][O:15][C:16](=[O:28])[NH:17][CH:18]3[CH2:19][CH2:20][CH:21]([C:24]4[N:32]=[C:29]([CH3:30])[S:31][CH:25]=4)[CH2:22][CH2:23]3)[C:11]3[C:6](=[CH:7][CH:8]=[CH:9][CH:10]=3)[C:5]=2[CH:13]=[CH:1][CH:2]=1. The catalyst class is: 10. (3) Reactant: FC(F)(F)C(OC(=O)C(F)(F)F)=[O:4].[CH2:14]([N:16]1[C:24]2[C:19](=[N:20][CH:21]=[CH:22][C:23]=2[CH3:25])[N:18]([C:26]2[CH:31]=[CH:30][C:29]([O:32][Si:33]([CH:40]([CH3:42])[CH3:41])([CH:37]([CH3:39])[CH3:38])[CH:34]([CH3:36])[CH3:35])=[CH:28][CH:27]=2)[C:17]1=[O:43])[CH3:15].OO.NC(N)=O.[Cl-].[Cl-].[Ca+2].C([O-])(O)=O.[Na+]. Product: [CH2:14]([N:16]1[C:24]2[C:19](=[N+:20]([O-:4])[CH:21]=[CH:22][C:23]=2[CH3:25])[N:18]([C:26]2[CH:31]=[CH:30][C:29]([O:32][Si:33]([CH:34]([CH3:35])[CH3:36])([CH:37]([CH3:39])[CH3:38])[CH:40]([CH3:42])[CH3:41])=[CH:28][CH:27]=2)[C:17]1=[O:43])[CH3:15]. The catalyst class is: 25. (4) Reactant: [N:1]1[C:10]2[C:5](=[CH:6][CH:7]=[CH:8][CH:9]=2)[CH:4]=[CH:3][C:2]=1[CH2:11][O:12][C:13]1[CH:18]=[CH:17][C:16]([CH2:19][CH2:20][N:21]2[CH2:26][CH2:25][C:24](=[C:27]3[C:33]4[CH:34]=[CH:35][CH:36]=[CH:37][C:32]=4[CH2:31][CH2:30][N:29]4[C:38]([C:41]([OH:43])=[O:42])=[CH:39][N:40]=[C:28]34)[CH2:23][CH2:22]2)=[CH:15][CH:14]=1.Cl.CN(C)CCCN=C=NCC.[C:56]1([CH2:62]O)[CH:61]=[CH:60][CH:59]=[CH:58][CH:57]=1. Product: [N:1]1[C:10]2[C:5](=[CH:6][CH:7]=[CH:8][CH:9]=2)[CH:4]=[CH:3][C:2]=1[CH2:11][O:12][C:13]1[CH:18]=[CH:17][C:16]([CH2:19][CH2:20][N:21]2[CH2:22][CH2:23][C:24](=[C:27]3[C:33]4[CH:34]=[CH:35][CH:36]=[CH:37][C:32]=4[CH2:31][CH2:30][N:29]4[C:38]([C:41]([O:43][CH2:62][C:56]5[CH:61]=[CH:60][CH:59]=[CH:58][CH:57]=5)=[O:42])=[CH:39][N:40]=[C:28]34)[CH2:25][CH2:26]2)=[CH:15][CH:14]=1. The catalyst class is: 143. (5) Reactant: [C:1]([C:3]1[CH:4]=[C:5]([CH:9]=[CH:10][CH:11]=1)[C:6](Cl)=[O:7])#[N:2].[NH2:12][C:13]1[C:14]([Cl:34])=[C:15]([CH:31]=[CH:32][CH:33]=1)[CH2:16][N:17]1[CH2:22][CH2:21][N:20]([C:23]([O:25][C:26]([CH3:29])([CH3:28])[CH3:27])=[O:24])[C@@H:19]([CH3:30])[CH2:18]1.N1C=CC=CC=1. Product: [Cl:34][C:14]1[C:13]([NH:12][C:6](=[O:7])[C:5]2[CH:9]=[CH:10][CH:11]=[C:3]([C:1]#[N:2])[CH:4]=2)=[CH:33][CH:32]=[CH:31][C:15]=1[CH2:16][N:17]1[CH2:22][CH2:21][N:20]([C:23]([O:25][C:26]([CH3:29])([CH3:28])[CH3:27])=[O:24])[C@@H:19]([CH3:30])[CH2:18]1. The catalyst class is: 2. (6) Reactant: CC(OC([N:8]1[CH2:13][CH2:12][C:11](=[C:14]([C:28]2[CH:33]=[CH:32][CH:31]=[CH:30][C:29]=2[NH2:34])[C:15]2[CH:20]=[CH:19][C:18]([C:21]([N:23]([CH2:26][CH3:27])[CH2:24][CH3:25])=[O:22])=[CH:17][CH:16]=2)[CH2:10][CH2:9]1)=O)(C)C.[C:35]1([CH2:41][CH:42]=O)[CH:40]=[CH:39][CH:38]=[CH:37][CH:36]=1.C(O)(=O)C.[BH-](OC(C)=O)(OC(C)=O)OC(C)=O.[Na+].FC(F)(F)C(O)=O. Product: [CH2:26]([N:23]([CH2:24][CH3:25])[C:21](=[O:22])[C:18]1[CH:19]=[CH:20][C:15]([C:14]([C:28]2[CH:33]=[CH:32][CH:31]=[CH:30][C:29]=2[NH:34][CH2:42][CH2:41][C:35]2[CH:40]=[CH:39][CH:38]=[CH:37][CH:36]=2)=[C:11]2[CH2:12][CH2:13][NH:8][CH2:9][CH2:10]2)=[CH:16][CH:17]=1)[CH3:27]. The catalyst class is: 279. (7) Reactant: S=[C:2]1[CH2:6][S:5][C:4](=[O:7])[NH:3]1.[CH3:8][O:9][CH2:10][CH2:11][O:12][CH2:13][CH2:14][NH2:15]. Product: [CH3:8][O:9][CH2:10][CH2:11][O:12][CH2:13][CH2:14][NH:15][C:2]1[CH2:6][S:5][C:4](=[O:7])[N:3]=1. The catalyst class is: 8. (8) Reactant: C[O:2][C:3]1[CH:4]=[C:5]([C:14]2[CH:19]=[CH:18][N:17]=[C:16]([C:20]3[C:21]([C:26]([F:29])([F:28])[F:27])=[N:22][CH:23]=[CH:24][CH:25]=3)[N:15]=2)[CH:6]=[C:7]([N+:11]([O-:13])=[O:12])[C:8]=1[O:9]C. Product: [N+:11]([C:7]1[CH:6]=[C:5]([C:14]2[CH:19]=[CH:18][N:17]=[C:16]([C:20]3[C:21]([C:26]([F:29])([F:28])[F:27])=[N:22][CH:23]=[CH:24][CH:25]=3)[N:15]=2)[CH:4]=[C:3]([OH:2])[C:8]=1[OH:9])([O-:13])=[O:12]. The catalyst class is: 201.